Dataset: Full USPTO retrosynthesis dataset with 1.9M reactions from patents (1976-2016). Task: Predict the reactants needed to synthesize the given product. (1) Given the product [CH2:3]([O:10][C:11]([N:13]1[CH2:18][C@H:17]([O:19][CH2:20][C:21]2[CH:22]=[CH:23][C:24]3[O:29][CH2:28][CH2:27][N:26]([CH2:30][CH2:31][CH2:32][O:33][CH3:34])[C:25]=3[CH:35]=2)[C@@H:16]([C:36]2[CH:41]=[CH:40][C:39]([CH2:42][O:43][CH2:44][C@@H:45]([CH3:49])[CH2:46][O:47][CH3:48])=[CH:38][CH:37]=2)[C@H:15]([CH2:50][O:51][CH3:1])[CH2:14]1)=[O:12])[C:4]1[CH:9]=[CH:8][CH:7]=[CH:6][CH:5]=1, predict the reactants needed to synthesize it. The reactants are: [CH3:1]I.[CH2:3]([O:10][C:11]([N:13]1[CH2:18][C@H:17]([O:19][CH2:20][C:21]2[CH:22]=[CH:23][C:24]3[O:29][CH2:28][CH2:27][N:26]([CH2:30][CH2:31][CH2:32][O:33][CH3:34])[C:25]=3[CH:35]=2)[C@@H:16]([C:36]2[CH:41]=[CH:40][C:39]([CH2:42][O:43][CH2:44][C@@H:45]([CH3:49])[CH2:46][O:47][CH3:48])=[CH:38][CH:37]=2)[C@H:15]([CH2:50][OH:51])[CH2:14]1)=[O:12])[C:4]1[CH:9]=[CH:8][CH:7]=[CH:6][CH:5]=1.[H-].[Na+]. (2) Given the product [Cl:1][C:2]1[CH:30]=[CH:29][C:5]([CH2:6][C:7]2[N:8]=[C:9]([C:23]3[CH:28]=[CH:27][N:26]=[CH:25][CH:24]=3)[S:10][C:11]=2[C:12]2[NH:16][CH:15]=[N:14][CH:13]=2)=[CH:4][CH:3]=1, predict the reactants needed to synthesize it. The reactants are: [Cl:1][C:2]1[CH:30]=[CH:29][C:5]([CH2:6][C:7]2[N:8]=[C:9]([C:23]3[CH:28]=[CH:27][N:26]=[CH:25][CH:24]=3)[S:10][C:11]=2[C:12]2[N:16](S(N(C)C)(=O)=O)[CH:15]=[N:14][CH:13]=2)=[CH:4][CH:3]=1.C(=O)(O)[O-].[Na+]. (3) Given the product [F:23][C:15]1[CH:16]=[C:17]([O:21][CH3:22])[C:18]([F:20])=[CH:19][C:14]=1[CH2:13][CH:12]1[C:4]2=[N:5][C:6]3[CH:11]=[CH:10][CH:9]=[CH:8][C:7]=3[N:3]2[C:25](=[O:26])[NH:24]1, predict the reactants needed to synthesize it. The reactants are: N#N.[NH:3]1[C:7]2[CH:8]=[CH:9][CH:10]=[CH:11][C:6]=2[N:5]=[C:4]1[CH:12]([NH2:24])[CH2:13][C:14]1[CH:19]=[C:18]([F:20])[C:17]([O:21][CH3:22])=[CH:16][C:15]=1[F:23].[C:25](N1C=CN=C1)(N1C=CN=C1)=[O:26].O.